This data is from Catalyst prediction with 721,799 reactions and 888 catalyst types from USPTO. The task is: Predict which catalyst facilitates the given reaction. (1) Reactant: [Cl:1][C:2]1[CH:7]=[CH:6][C:5]([C@H:8]([C@@H:29]([CH3:34])[C:30]([F:33])([F:32])[F:31])[C:9]([NH:11][C:12]2[CH:13]=[C:14]([CH2:20][CH2:21][C:22]([O:24]C(C)(C)C)=[O:23])[CH:15]=[CH:16][C:17]=2[C:18]#[N:19])=[O:10])=[CH:4][CH:3]=1.FC(F)(F)C(O)=O. Product: [Cl:1][C:2]1[CH:3]=[CH:4][C:5]([C@H:8]([C@@H:29]([CH3:34])[C:30]([F:31])([F:32])[F:33])[C:9]([NH:11][C:12]2[CH:13]=[C:14]([CH2:20][CH2:21][C:22]([OH:24])=[O:23])[CH:15]=[CH:16][C:17]=2[C:18]#[N:19])=[O:10])=[CH:6][CH:7]=1. The catalyst class is: 4. (2) Reactant: C(OC([N:8]1[CH2:13][CH2:12][N:11]([C:14]2[CH:19]=[C:18]([NH:20][S:21]([C:24]3[CH:29]=[CH:28][CH:27]=[C:26]([O:30][CH:31]([F:33])[F:32])[CH:25]=3)(=[O:23])=[O:22])[CH:17]=[CH:16][C:15]=2[CH3:34])[CH2:10][CH2:9]1)=O)(C)(C)C.[ClH:35]. Product: [ClH:35].[F:33][CH:31]([F:32])[O:30][C:26]1[CH:25]=[C:24]([S:21]([NH:20][C:18]2[CH:17]=[CH:16][C:15]([CH3:34])=[C:14]([N:11]3[CH2:10][CH2:9][NH:8][CH2:13][CH2:12]3)[CH:19]=2)(=[O:22])=[O:23])[CH:29]=[CH:28][CH:27]=1. The catalyst class is: 268. (3) Reactant: [C:1]([O:5][C:6]([N:8]1[CH2:15][C@H:14]([OH:16])[CH2:13][C@H:9]1[C:10]([OH:12])=[O:11])=[O:7])([CH3:4])([CH3:3])[CH3:2].[CH2:17](O)[CH3:18].C1CCC(N=C=NC2CCCCC2)CC1. Product: [CH3:17][CH2:18][O:11][C:10]([C@@H:9]1[CH2:13][C@@H:14]([OH:16])[CH2:15][N:8]1[C:6]([O:5][C:1]([CH3:4])([CH3:2])[CH3:3])=[O:7])=[O:12]. The catalyst class is: 64.